From a dataset of Forward reaction prediction with 1.9M reactions from USPTO patents (1976-2016). Predict the product of the given reaction. (1) Given the reactants [Cl:1][C:2]1[CH:3]=[C:4]2[C:9](=[CH:10][CH:11]=1)[CH:8]=[C:7]([S:12]([C:15]#[C:16][C:17]([OH:19])=O)(=[O:14])=[O:13])[CH:6]=[CH:5]2.C1C=CC2N(O)N=NC=2C=1.CCN=C=NCCCN(C)C.[NH:41]1[CH2:46][CH2:45][CH:44]([N:47]2[CH2:51][CH2:50][CH2:49][C:48]2=[O:52])[CH2:43][CH2:42]1, predict the reaction product. The product is: [Cl:1][C:2]1[CH:3]=[C:4]2[C:9](=[CH:10][CH:11]=1)[CH:8]=[C:7]([S:12]([CH2:15][CH2:16][C:17]([N:41]1[CH2:42][CH2:43][CH:44]([N:47]3[CH2:51][CH2:50][CH2:49][C:48]3=[O:52])[CH2:45][CH2:46]1)=[O:19])(=[O:13])=[O:14])[CH:6]=[CH:5]2. (2) Given the reactants [CH2:1]([C@H:8]1[N:13]([C:14](=[O:32])[CH2:15][CH2:16][C:17]2[CH:22]=[CH:21][CH:20]=[CH:19][C:18]=2[O:23][C:24]2[CH:29]=[CH:28][CH:27]=[CH:26][C:25]=2[C:30]#[N:31])[CH2:12][CH2:11][N:10]([C:33]([O:35][C:36]([CH3:39])([CH3:38])[CH3:37])=[O:34])[CH2:9]1)[C:2]1[CH:7]=[CH:6][CH:5]=[CH:4][CH:3]=1.[C:40](OC(=O)C)(=[O:42])[CH3:41], predict the reaction product. The product is: [C:40]([NH:31][CH2:30][C:25]1[CH:26]=[CH:27][CH:28]=[CH:29][C:24]=1[O:23][C:18]1[CH:19]=[CH:20][CH:21]=[CH:22][C:17]=1[CH2:16][CH2:15][C:14]([N:13]1[CH2:12][CH2:11][N:10]([C:33]([O:35][C:36]([CH3:39])([CH3:38])[CH3:37])=[O:34])[CH2:9][C@H:8]1[CH2:1][C:2]1[CH:7]=[CH:6][CH:5]=[CH:4][CH:3]=1)=[O:32])(=[O:42])[CH3:41]. (3) Given the reactants [Cl:1][C:2]1[C:10]([C:11]([O:13]C)=[O:12])=[C:9]2[N:5]([CH2:6][CH2:7][CH2:8]2)[C:4](=[O:15])[CH:3]=1.C1COCC1.[OH-].[Na+].Cl, predict the reaction product. The product is: [Cl:1][C:2]1[C:10]([C:11]([OH:13])=[O:12])=[C:9]2[N:5]([CH2:6][CH2:7][CH2:8]2)[C:4](=[O:15])[CH:3]=1. (4) The product is: [CH2:38]([O:37][C:35](=[O:36])[CH2:34][O:26][C:3]1[CH:4]=[CH:5][C:6]2[C:11](=[CH:10][CH:9]=[C:8]([C:12]3[O:13][C:14]4[CH:25]=[CH:24][CH:23]=[CH:22][C:15]=4[C:16]=3[CH2:17][CH2:18][CH2:19][CH2:20][CH3:21])[CH:7]=2)[C:2]=1[Br:1])[CH3:39]. Given the reactants [Br:1][C:2]1[C:11]2[C:6](=[CH:7][C:8]([C:12]3[O:13][C:14]4[CH:25]=[CH:24][CH:23]=[CH:22][C:15]=4[C:16]=3[CH2:17][CH2:18][CH2:19][CH2:20][CH3:21])=[CH:9][CH:10]=2)[CH:5]=[CH:4][C:3]=1[OH:26].C(=O)([O-])[O-].[Cs+].[Cs+].Br[CH2:34][C:35]([O:37][CH2:38][CH3:39])=[O:36], predict the reaction product.